This data is from Forward reaction prediction with 1.9M reactions from USPTO patents (1976-2016). The task is: Predict the product of the given reaction. (1) The product is: [Br:19][C:20]1[CH:25]=[CH:24][C:23]([N:6]2[CH:5]=[C:4]3[C:8]([C:9]([C:11]([NH2:13])=[O:12])=[CH:10][C:2]([F:1])=[CH:3]3)=[N:7]2)=[CH:22][CH:21]=1. Given the reactants [F:1][C:2]1[CH:3]=[C:4]2[C:8](=[C:9]([C:11]([NH2:13])=[O:12])[CH:10]=1)[NH:7][N:6]=[CH:5]2.CN(C=O)C.[Br:19][C:20]1[CH:25]=[CH:24][C:23](F)=[CH:22][CH:21]=1, predict the reaction product. (2) Given the reactants C([O:4][C:5]1[CH:34]=[CH:33][CH:32]=[CH:31][C:6]=1[C:7]([NH:9][C:10]1[CH:22]=[C:21]([CH2:23][CH2:24][C:25]2[CH:30]=[CH:29][CH:28]=[CH:27][CH:26]=2)[CH:20]=[CH:19][C:11]=1[C:12]([O:14]C(C)(C)C)=[O:13])=[O:8])(=O)C, predict the reaction product. The product is: [OH:4][C:5]1[CH:34]=[CH:33][CH:32]=[CH:31][C:6]=1[C:7]([NH:9][C:10]1[CH:22]=[C:21]([CH2:23][CH2:24][C:25]2[CH:26]=[CH:27][CH:28]=[CH:29][CH:30]=2)[CH:20]=[CH:19][C:11]=1[C:12]([OH:14])=[O:13])=[O:8]. (3) Given the reactants Br[CH2:2][CH2:3][CH2:4][CH2:5][CH2:6][C:7]#[N:8].[CH2:9]([OH:17])[CH2:10][C:11]1[CH:16]=[CH:15][CH:14]=[CH:13][CH:12]=1.O.C(OCC)(=O)C, predict the reaction product. The product is: [CH2:9]([O:17][CH2:2][CH2:3][CH2:4][CH2:5][CH2:6][C:7]#[N:8])[CH2:10][C:11]1[CH:16]=[CH:15][CH:14]=[CH:13][CH:12]=1.